This data is from Reaction yield outcomes from USPTO patents with 853,638 reactions. The task is: Predict the reaction yield, written as a fraction of the theoretical maximum amount of product (1.0 means a 100% yield; for example, 0.34 means a 34% yield). The reactants are [Cl:1][C:2]1[N:3]=[C:4]([N:14]2[CH2:19][CH2:18][O:17][CH2:16][CH2:15]2)[C:5]2[S:10][C:9]([CH2:11][NH:12][CH3:13])=[CH:8][C:6]=2[N:7]=1.C(N(CC)CC)C.[C:27](Cl)(=[O:34])[C:28]1[CH:33]=[CH:32][CH:31]=[CH:30][CH:29]=1. The catalyst is ClCCl.Cl. The product is [Cl:1][C:2]1[N:3]=[C:4]([N:14]2[CH2:19][CH2:18][O:17][CH2:16][CH2:15]2)[C:5]2[S:10][C:9]([CH2:11][N:12]([CH3:13])[C:27](=[O:34])[C:28]3[CH:33]=[CH:32][CH:31]=[CH:30][CH:29]=3)=[CH:8][C:6]=2[N:7]=1. The yield is 0.670.